This data is from Full USPTO retrosynthesis dataset with 1.9M reactions from patents (1976-2016). The task is: Predict the reactants needed to synthesize the given product. (1) Given the product [CH3:21][N:17]1[C:18]2[CH:3]=[C:2]([C:2]3[CH:3]=[N:4][CH:5]=[CH:6][C:7]=3[CH:8]=[O:9])[CH:7]=[CH:6][C:19]=2[O:13][C:10]1=[O:11], predict the reactants needed to synthesize it. The reactants are: Br[C:2]1[CH:3]=[N:4][CH:5]=[CH:6][C:7]=1[CH:8]=[O:9].[C:10]([O-:13])([O-])=[O:11].[Na+].[Na+].C[N:17]([CH3:21])[C:18](=O)[CH3:19]. (2) Given the product [CH3:1][C:2]1([CH3:37])[CH2:11][CH:10]=[C:9]([C:12]2[CH:17]=[CH:16][C:15]([CH3:18])=[CH:14][CH:13]=2)[C:8]2[CH:7]=[C:6]([C:19]([O:21][C:22]3[CH:23]=[CH:24][C:25]([C:26]([OH:28])=[O:27])=[CH:35][CH:36]=3)=[O:20])[CH:5]=[CH:4][C:3]1=2, predict the reactants needed to synthesize it. The reactants are: [CH3:1][C:2]1([CH3:37])[CH2:11][CH:10]=[C:9]([C:12]2[CH:17]=[CH:16][C:15]([CH3:18])=[CH:14][CH:13]=2)[C:8]2[CH:7]=[C:6]([C:19]([O:21][C:22]3[CH:36]=[CH:35][C:25]([C:26]([O:28]CC[Si](C)(C)C)=[O:27])=[CH:24][CH:23]=3)=[O:20])[CH:5]=[CH:4][C:3]1=2.[F-].C([N+](CCCC)(CCCC)CCCC)CCC.C(OCC)(=O)C. (3) The reactants are: [Cl:1][C:2]1[CH:3]=[C:4]2[C:8](=[CH:9][CH:10]=1)[NH:7][C:6]([C:11]([NH:13][C@@H:14]1[CH2:22][C:21]3[C:16](=[CH:17][CH:18]=[CH:19][CH:20]=3)[C@H:15]1[N:23]([CH3:32])[C:24]([C@@H:26]1[CH2:30][CH2:29][C:28](=[O:31])[O:27]1)=[O:25])=[O:12])=[CH:5]2.[NH3:33]. Given the product [Cl:1][C:2]1[CH:3]=[C:4]2[C:8](=[CH:9][CH:10]=1)[NH:7][C:6]([C:11]([NH:13][C@@H:14]1[CH2:22][C:21]3[C:16](=[CH:17][CH:18]=[CH:19][CH:20]=3)[C@H:15]1[N:23]([CH3:32])[C:24](=[O:25])[C@@H:26]([OH:27])[CH2:30][CH2:29][C:28]([NH2:33])=[O:31])=[O:12])=[CH:5]2, predict the reactants needed to synthesize it. (4) The reactants are: [OH-].[Na+].[F:3][C:4]1[C:13]([NH:14][S:15](=[O:21])(=[O:20])[NH:16][CH2:17][CH2:18][CH3:19])=[CH:12][CH:11]=[C:10]([F:22])[C:5]=1[C:6]([O:8]C)=[O:7].C1COCC1. Given the product [F:3][C:4]1[C:13]([NH:14][S:15](=[O:20])(=[O:21])[NH:16][CH2:17][CH2:18][CH3:19])=[CH:12][CH:11]=[C:10]([F:22])[C:5]=1[C:6]([OH:8])=[O:7], predict the reactants needed to synthesize it. (5) Given the product [CH2:37]([N:39]([CH2:43][CH3:44])[CH2:40][CH2:41][NH:42][C:29]([NH:1][C:2]1[CH:7]=[CH:6][CH:5]=[CH:4][C:3]=1[S:8]([NH:11][C:12]1[CH:21]=[CH:20][C:19]2[CH2:18][CH2:17][CH2:16][CH2:15][C:14]=2[C:13]=1[C:22]([OH:24])=[O:23])(=[O:10])=[O:9])=[O:35])[CH3:38], predict the reactants needed to synthesize it. The reactants are: [NH2:1][C:2]1[CH:7]=[CH:6][CH:5]=[CH:4][C:3]=1[S:8]([NH:11][C:12]1[CH:21]=[CH:20][C:19]2[CH2:18][CH2:17][CH2:16][CH2:15][C:14]=2[C:13]=1[C:22]([OH:24])=[O:23])(=[O:10])=[O:9].ClC(Cl)(O[C:29](=[O:35])OC(Cl)(Cl)Cl)Cl.[CH2:37]([N:39]([CH2:43][CH3:44])[CH2:40][CH2:41][NH2:42])[CH3:38]. (6) Given the product [Br:1][C:2]1[C:10]2[C:5](=[N:6][C:7]([NH2:12])=[N:8][C:9]=2[Cl:11])[N:4]([CH3:15])[N:3]=1, predict the reactants needed to synthesize it. The reactants are: [Br:1][C:2]1[C:10]2[C:5](=[N:6][C:7]([NH2:12])=[N:8][C:9]=2[Cl:11])[NH:4][N:3]=1.[OH-].[K+].[CH3:15]I.